Dataset: Full USPTO retrosynthesis dataset with 1.9M reactions from patents (1976-2016). Task: Predict the reactants needed to synthesize the given product. (1) The reactants are: FC(F)(F)S(O[C:7]1[CH:15]=[CH:14][C:13]([C:16]2[N:17]([C:32]([O:34][C:35]([CH3:38])([CH3:37])[CH3:36])=[O:33])[C:18]3[C:23]([CH:24]=2)=[CH:22][C:21]([CH2:25][N:26]2[CH2:31][CH2:30][CH2:29][CH2:28][CH2:27]2)=[CH:20][CH:19]=3)=[C:12]2[C:8]=1[CH2:9][NH:10][C:11]2=[O:39])(=O)=O.[NH2:42][C:43]([C:45]1[CH:46]=[C:47](B(O)O)[CH:48]=[CH:49][CH:50]=1)=[O:44].C(=O)([O-])[O-].[K+].[K+].O. Given the product [C:43]([C:45]1[CH:50]=[C:49]([C:7]2[CH:15]=[CH:14][C:13]([C:16]3[N:17]([C:32]([O:34][C:35]([CH3:38])([CH3:37])[CH3:36])=[O:33])[C:18]4[C:23]([CH:24]=3)=[CH:22][C:21]([CH2:25][N:26]3[CH2:27][CH2:28][CH2:29][CH2:30][CH2:31]3)=[CH:20][CH:19]=4)=[C:12]3[C:8]=2[CH2:9][NH:10][C:11]3=[O:39])[CH:48]=[CH:47][CH:46]=1)(=[O:44])[NH2:42], predict the reactants needed to synthesize it. (2) Given the product [F:23][C:11]1[CH:12]=[C:13]([CH3:22])[C:14]([S:16][CH2:17][C:18]([F:21])([F:20])[F:19])=[CH:15][C:10]=1[N:9]1[C:5]([NH:4][CH3:1])=[CH:6][C:7]([O:24][C:25]([F:40])([F:39])[C:26]([F:37])([F:38])[C:27]([F:35])([F:36])[C:28]([F:34])([F:33])[C:29]([F:32])([F:31])[F:30])=[N:8]1, predict the reactants needed to synthesize it. The reactants are: [C:1]([NH:4][C:5]1[N:9]([C:10]2[CH:15]=[C:14]([S:16][CH2:17][C:18]([F:21])([F:20])[F:19])[C:13]([CH3:22])=[CH:12][C:11]=2[F:23])[N:8]=[C:7]([O:24][C:25]([F:40])([F:39])[C:26]([F:38])([F:37])[C:27]([F:36])([F:35])[C:28]([F:34])([F:33])[C:29]([F:32])([F:31])[F:30])[CH:6]=1)(=O)C.[H-].[Na+].CI.O.